Dataset: Catalyst prediction with 721,799 reactions and 888 catalyst types from USPTO. Task: Predict which catalyst facilitates the given reaction. (1) Reactant: [O:1]1[CH2:6][CH2:5][N:4]([C:7]2[S:8][N:9]=[C:10]3[CH:15]=[C:14](Br)[CH:13]=[N:12][C:11]=23)[CH2:3][CH2:2]1.[S:17]1[CH:21]=[CH:20][CH:19]=[C:18]1B(O)O.C([O-])([O-])=O.[K+].[K+]. Product: [S:17]1[CH:21]=[CH:20][CH:19]=[C:18]1[C:14]1[CH:13]=[N:12][C:11]2=[C:7]([N:4]3[CH2:5][CH2:6][O:1][CH2:2][CH2:3]3)[S:8][N:9]=[C:10]2[CH:15]=1. The catalyst class is: 73. (2) Reactant: [Br:1][C:2]1[CH:3]=[C:4]([C:8]2[CH:12]=[C:11]([NH2:13])[NH:10][N:9]=2)[CH:5]=[CH:6][CH:7]=1.[C:14]([CH:17]([CH2:22][C:23]([O:25][CH3:26])=[O:24])[C:18](OC)=[O:19])(=O)[CH3:15]. Product: [Br:1][C:2]1[CH:3]=[C:4]([C:8]2[CH:12]=[C:11]3[N:13]=[C:14]([CH3:15])[C:17]([CH2:22][C:23]([O:25][CH3:26])=[O:24])=[C:18]([OH:19])[N:10]3[N:9]=2)[CH:5]=[CH:6][CH:7]=1. The catalyst class is: 673. (3) Reactant: C(OC(=O)[NH:7][C@@H:8]1[CH2:10][C@H:9]1[C:11]1[CH:15]=[C:14]([C:16](=[O:24])[NH:17][C:18]2[S:19][C:20]([CH3:23])=[N:21][N:22]=2)[S:13][CH:12]=1)(C)(C)C.[ClH:26].C(OCC)(=O)C. Product: [ClH:26].[ClH:26].[NH2:7][C@@H:8]1[CH2:10][C@H:9]1[C:11]1[CH:15]=[C:14]([C:16]([NH:17][C:18]2[S:19][C:20]([CH3:23])=[N:21][N:22]=2)=[O:24])[S:13][CH:12]=1. The catalyst class is: 370. (4) Reactant: CS(C)=O.C(Cl)(=O)C(Cl)=O.[CH2:11]([O:18][C@@H:19]1[C@@H:27]([C@@H:28]([OH:30])[CH3:29])[O:26][C@H:25]2[C@H:21]([N:22]=[C:23]([N:31]([CH3:33])[CH3:32])[S:24]2)[C@H:20]1[O:34][CH2:35][C:36]1[CH:41]=[CH:40][CH:39]=[CH:38][CH:37]=1)[C:12]1[CH:17]=[CH:16][CH:15]=[CH:14][CH:13]=1.C(N(CC)CC)C. Product: [CH2:11]([O:18][C@@H:19]1[C@@H:27]([C:28](=[O:30])[CH3:29])[O:26][C@H:25]2[C@H:21]([N:22]=[C:23]([N:31]([CH3:32])[CH3:33])[S:24]2)[C@H:20]1[O:34][CH2:35][C:36]1[CH:37]=[CH:38][CH:39]=[CH:40][CH:41]=1)[C:12]1[CH:13]=[CH:14][CH:15]=[CH:16][CH:17]=1. The catalyst class is: 4.